From a dataset of Forward reaction prediction with 1.9M reactions from USPTO patents (1976-2016). Predict the product of the given reaction. (1) Given the reactants C([O:3][C:4](=[O:21])[CH2:5][O:6][C:7]1[CH:12]=[CH:11][C:10]([N+:13]([O-:15])=[O:14])=[CH:9][C:8]=1[N:16]1[CH:20]=[CH:19][CH:18]=[CH:17]1)C.C1COCC1.[OH-].[Na+], predict the reaction product. The product is: [N+:13]([C:10]1[CH:11]=[CH:12][C:7]([O:6][CH2:5][C:4]([OH:21])=[O:3])=[C:8]([N:16]2[CH:20]=[CH:19][CH:18]=[CH:17]2)[CH:9]=1)([O-:15])=[O:14]. (2) The product is: [N:1]1([C:14]([O:16][C:17]([CH3:20])([CH3:19])[CH3:18])=[O:15])[CH2:10][C:9]2[C:4](=[CH:5][CH:6]=[CH:7][CH:8]=2)[CH2:3][C@@H:2]1[C:11]([N:38]([O:39][CH3:22])[CH3:33])=[O:13]. Given the reactants [N:1]1([C:14]([O:16][C:17]([CH3:20])([CH3:19])[CH3:18])=[O:15])[CH2:10][C:9]2[C:4](=[CH:5][CH:6]=[CH:7][CH:8]=2)[CH2:3][C@@H:2]1[C:11]([OH:13])=O.Cl.[CH3:22]OCN.C(Cl)CCl.C1C=C[C:33]2[N:38]([OH:39])N=NC=2C=1.CCN(C(C)C)C(C)C, predict the reaction product. (3) Given the reactants [NH2:1][C:2]1[C:7]([Br:8])=[CH:6][C:5]([CH3:9])=[CH:4][C:3]=1[CH2:10][OH:11].ClCCl, predict the reaction product. The product is: [NH2:1][C:2]1[C:7]([Br:8])=[CH:6][C:5]([CH3:9])=[CH:4][C:3]=1[CH:10]=[O:11]. (4) Given the reactants [C:1]1([C:7](=[O:15])[CH2:8][C@@H:9]2[CH2:14][CH2:13][CH2:12][NH:11][CH2:10]2)[CH:6]=[CH:5][CH:4]=[CH:3][CH:2]=1.[Cl:16][C:17]1[CH:22]=[CH:21][C:20]([C:23]2([C:27](O)=O)[CH2:26][CH2:25][CH2:24]2)=[CH:19][CH:18]=1.C(N(C(C)C)CC)(C)C.C1(C(=O)C)C=CC=CC=1.[H-].[Al+3].[Li+].[H-].[H-].[H-], predict the reaction product. The product is: [Cl:16][C:17]1[CH:22]=[CH:21][C:20]([C:23]2([CH2:27][N:11]3[CH2:12][CH2:13][CH2:14][CH:9]([CH2:8][C@@H:7]([C:1]4[CH:2]=[CH:3][CH:4]=[CH:5][CH:6]=4)[OH:15])[CH2:10]3)[CH2:26][CH2:25][CH2:24]2)=[CH:19][CH:18]=1. (5) Given the reactants Cl[CH2:2][C@H:3]([OH:13])[CH2:4][C:5]1[CH:10]=[C:9]([Cl:11])[CH:8]=[C:7]([Cl:12])[CH:6]=1.[N-:14]=[N+]=[N-].[Na+].[I-].[Na+].C1(P(C2C=CC=CC=2)C2C=CC=CC=2)C=CC=CC=1, predict the reaction product. The product is: [NH2:14][CH2:2][C@H:3]([OH:13])[CH2:4][C:5]1[CH:10]=[C:9]([Cl:11])[CH:8]=[C:7]([Cl:12])[CH:6]=1. (6) Given the reactants [CH2:1]([O:3][C:4]1[CH:29]=[CH:28][C:7]([CH2:8][C:9]2[N:13]([CH2:14][CH2:15][N:16]([CH2:19][CH3:20])[CH2:17][CH3:18])[C:12]3[CH:21]=[CH:22][C:23]([N+:25]([O-])=O)=[CH:24][C:11]=3[N:10]=2)=[CH:6][CH:5]=1)[CH3:2].I.CS[C:33]([C:35]1[S:36][CH:37]=[CH:38][CH:39]=1)=[NH:34], predict the reaction product. The product is: [CH2:17]([N:16]([CH2:19][CH3:20])[CH2:15][CH2:14][N:13]1[C:12]2[CH:21]=[CH:22][C:23]([NH:25][C:33]([C:35]3[S:36][CH:37]=[CH:38][CH:39]=3)=[NH:34])=[CH:24][C:11]=2[N:10]=[C:9]1[CH2:8][C:7]1[CH:28]=[CH:29][C:4]([O:3][CH2:1][CH3:2])=[CH:5][CH:6]=1)[CH3:18]. (7) Given the reactants [CH3:1][C:2]1[C:3]([CH2:14][S@:15]([C:17]2[NH:21][C:20]3[CH:22]=[CH:23][CH:24]=[CH:25][C:19]=3[N:18]=2)=[O:16])=[N:4][CH:5]=[CH:6][C:7]=1[O:8][CH2:9][C:10]([F:13])([F:12])[F:11].C=O.[C:28]([O:31][CH2:32]C)(=[O:30])[CH3:29], predict the reaction product. The product is: [C:28]([O:31][CH2:32][N:21]1[C:20]2[CH:22]=[CH:23][CH:24]=[CH:25][C:19]=2[N:18]=[C:17]1[S@@:15]([CH2:14][C:3]1[C:2]([CH3:1])=[C:7]([O:8][CH2:9][C:10]([F:13])([F:11])[F:12])[CH:6]=[CH:5][N:4]=1)=[O:16])(=[O:30])[C:29]1[CH:14]=[CH:3][CH:2]=[CH:7][CH:6]=1. (8) Given the reactants [C:1]1([CH2:7][C:8]([O:10][CH3:11])=[O:9])[CH:6]=[CH:5][CH:4]=[CH:3][CH:2]=1.[C:12](O[C:12](=[O:19])[C:13]1[CH:18]=[CH:17][CH:16]=[CH:15][CH:14]=1)(=[O:19])[C:13]1[CH:18]=[CH:17][CH:16]=[CH:15][CH:14]=1, predict the reaction product. The product is: [O:19]=[C:12]([C:13]1[CH:18]=[CH:17][CH:16]=[CH:15][CH:14]=1)[CH:7]([C:1]1[CH:6]=[CH:5][CH:4]=[CH:3][CH:2]=1)[C:8]([O:10][CH3:11])=[O:9]. (9) Given the reactants [Cl:1][C:2]1[CH:7]=[CH:6][C:5]([C:8]2[C:13]([O:14][CH2:15][C:16]([F:19])([F:18])[F:17])=[CH:12][N:11]=[C:10]([C:20]([OH:22])=O)[N:9]=2)=[CH:4][CH:3]=1.[F:23][C:24]([F:33])([F:32])[C:25]1[CH:29]=[C:28]([CH2:30][NH2:31])[O:27][N:26]=1, predict the reaction product. The product is: [F:33][C:24]([F:23])([F:32])[C:25]1[CH:29]=[C:28]([CH2:30][NH:31][C:20]([C:10]2[N:9]=[C:8]([C:5]3[CH:4]=[CH:3][C:2]([Cl:1])=[CH:7][CH:6]=3)[C:13]([O:14][CH2:15][C:16]([F:18])([F:17])[F:19])=[CH:12][N:11]=2)=[O:22])[O:27][N:26]=1.